This data is from Full USPTO retrosynthesis dataset with 1.9M reactions from patents (1976-2016). The task is: Predict the reactants needed to synthesize the given product. (1) Given the product [CH:9]1([C:7]2[O:8][C:4]3[C:5](=[C:12]([C:15]#[N:16])[C:13]([CH3:14])=[C:2]([C:23]4[CH:22]=[CH:21][CH:20]=[C:19]([F:18])[CH:24]=4)[C:3]=3[F:17])[N:6]=2)[CH2:11][CH2:10]1, predict the reactants needed to synthesize it. The reactants are: Br[C:2]1[C:3]([F:17])=[C:4]2[O:8][C:7]([CH:9]3[CH2:11][CH2:10]3)=[N:6][C:5]2=[C:12]([C:15]#[N:16])[C:13]=1[CH3:14].[F:18][C:19]1[CH:20]=[C:21](B(O)O)[CH:22]=[CH:23][CH:24]=1.P([O-])([O-])([O-])=O.[K+].[K+].[K+].[Cl-].[NH4+]. (2) Given the product [Cl:1][C:2]1[C:3]([C:25]2[CH:39]=[CH:38][C:28]([O:29][CH2:30][C:31]([OH:33])=[O:32])=[CH:27][CH:26]=2)=[C:4]2[C:18]3[CH2:19][CH2:20][S:21](=[O:24])(=[O:23])[CH2:22][C:17]=3[S:16][C:5]2=[N:6][C:7]=1[CH2:8][N:9]1[C:10](=[O:15])[CH2:11][CH2:12][C:13]1=[O:14], predict the reactants needed to synthesize it. The reactants are: [Cl:1][C:2]1[C:3]([C:25]2[CH:39]=[CH:38][C:28]([O:29][CH2:30][C:31]([O:33]C(C)(C)C)=[O:32])=[CH:27][CH:26]=2)=[C:4]2[C:18]3[CH2:19][CH2:20][S:21](=[O:24])(=[O:23])[CH2:22][C:17]=3[S:16][C:5]2=[N:6][C:7]=1[CH2:8][N:9]1[C:13](=[O:14])[CH2:12][CH2:11][C:10]1=[O:15].Cl.O1CCOCC1. (3) Given the product [NH2:1][C:2]1[C:10]([O:11][CH3:12])=[CH:9][CH:8]=[CH:7][C:3]=1[C:4]([NH2:15])=[O:5], predict the reactants needed to synthesize it. The reactants are: [NH2:1][C:2]1[C:10]([O:11][CH3:12])=[CH:9][CH:8]=[CH:7][C:3]=1[C:4](O)=[O:5].CC[N:15]=C=NCCCN(C)C.C1C=CC2N(O)N=NC=2C=1.CN1CCOCC1.N. (4) Given the product [F:17][C:13]1[CH:12]=[C:11]([C:10]2[C:9]3[C:2](=[CH:3][C:4]([O:19][CH3:20])=[C:5]([C:6]#[N:7])[CH:8]=3)[NH:23][N:22]=2)[CH:16]=[CH:15][CH:14]=1, predict the reactants needed to synthesize it. The reactants are: F[C:2]1[C:9]([C:10](=O)[C:11]2[CH:16]=[CH:15][CH:14]=[C:13]([F:17])[CH:12]=2)=[CH:8][C:5]([C:6]#[N:7])=[C:4]([O:19][CH3:20])[CH:3]=1.O.[NH2:22][NH2:23].O. (5) The reactants are: Br[C:2]1[CH:7]=[CH:6][C:5](Br)=[CH:4][N:3]=1.[C:9]1(B(O)O)[CH:14]=[CH:13][CH:12]=[CH:11][CH:10]=1.P([O-])([O-])([O-])=O.[K+].[K+].[K+]. Given the product [C:9]1([C:2]2[CH:7]=[CH:6][C:5]([C:9]3[CH:14]=[CH:13][CH:12]=[CH:11][CH:10]=3)=[CH:4][N:3]=2)[CH:14]=[CH:13][CH:12]=[CH:11][CH:10]=1, predict the reactants needed to synthesize it. (6) Given the product [CH:19]([N:9]1[CH:10]=[C:11]([C:12]2[CH:17]=[CH:16][N:15]=[CH:14][CH:13]=2)[C:7]([C:5]2[S:6][C:2]([Cl:1])=[CH:3][CH:4]=2)=[N:8]1)([CH3:21])[CH3:20].[CH:19]([N:8]1[C:7]([C:5]2[S:6][C:2]([Cl:1])=[CH:3][CH:4]=2)=[C:11]([C:12]2[CH:17]=[CH:16][N:15]=[CH:14][CH:13]=2)[CH:10]=[N:9]1)([CH3:21])[CH3:20], predict the reactants needed to synthesize it. The reactants are: [Cl:1][C:2]1[S:6][C:5]([C:7]2[C:11]([C:12]3[CH:17]=[CH:16][N:15]=[CH:14][CH:13]=3)=[CH:10][NH:9][N:8]=2)=[CH:4][CH:3]=1.I[CH:19]([CH3:21])[CH3:20].C(=O)([O-])[O-].[Cs+].[Cs+].